Dataset: Forward reaction prediction with 1.9M reactions from USPTO patents (1976-2016). Task: Predict the product of the given reaction. (1) Given the reactants [NH2:1][C:2]1[C:3]([C:15]([NH:17][C:18]2[CH:19]=[N:20][N:21]([CH3:40])[C:22]=2[N:23]2[CH2:29][C:28]([F:31])([F:30])[CH2:27][CH:26]([NH:32]C(=O)OC(C)(C)C)[CH2:25][CH2:24]2)=[O:16])=[N:4][C:5]([C:8]2[CH:13]=[CH:12][CH:11]=[CH:10][C:9]=2[F:14])=[N:6][CH:7]=1.Cl, predict the reaction product. The product is: [NH2:1][C:2]1[C:3]([C:15]([NH:17][C:18]2[CH:19]=[N:20][N:21]([CH3:40])[C:22]=2[N:23]2[CH2:24][CH2:25][CH:26]([NH2:32])[CH2:27][C:28]([F:31])([F:30])[CH2:29]2)=[O:16])=[N:4][C:5]([C:8]2[CH:13]=[CH:12][CH:11]=[CH:10][C:9]=2[F:14])=[N:6][CH:7]=1. (2) Given the reactants Cl[CH2:2][C:3]1[S:7][C:6]([NH:8][C:9](=[O:11])[CH3:10])=[N:5][CH:4]=1.Cl.[CH2:13]([CH:20]1[CH2:25][CH2:24][NH:23][CH2:22][CH:21]1[CH3:26])[C:14]1[CH:19]=[CH:18][CH:17]=[CH:16][CH:15]=1.CCN(C(C)C)C(C)C, predict the reaction product. The product is: [CH2:13]([CH:20]1[CH2:25][CH2:24][N:23]([CH2:2][C:3]2[S:7][C:6]([NH:8][C:9](=[O:11])[CH3:10])=[N:5][CH:4]=2)[CH2:22][CH:21]1[CH3:26])[C:14]1[CH:19]=[CH:18][CH:17]=[CH:16][CH:15]=1. (3) Given the reactants [NH2:1][C:2]1[C:3]2[N:10]([C:11]3[CH:16]=[CH:15][C:14]([N+:17]([O-])=O)=[C:13]([O:20][CH3:21])[CH:12]=3)[N:9]=[C:8]([C:22]3[CH2:23][CH2:24][N:25]([C:28]([O:30][C:31]([CH3:34])([CH3:33])[CH3:32])=[O:29])[CH2:26][CH:27]=3)[C:4]=2[N:5]=[CH:6][N:7]=1.[H][H], predict the reaction product. The product is: [NH2:1][C:2]1[C:3]2[N:10]([C:11]3[CH:16]=[CH:15][C:14]([NH2:17])=[C:13]([O:20][CH3:21])[CH:12]=3)[N:9]=[C:8]([C:22]3[CH2:23][CH2:24][N:25]([C:28]([O:30][C:31]([CH3:34])([CH3:33])[CH3:32])=[O:29])[CH2:26][CH:27]=3)[C:4]=2[N:5]=[CH:6][N:7]=1.